From a dataset of Forward reaction prediction with 1.9M reactions from USPTO patents (1976-2016). Predict the product of the given reaction. (1) Given the reactants [Br:1][C:2]1[C:7]([OH:8])=[CH:6][CH:5]=[CH:4][N:3]=1.C(=O)([O-])[O-].[K+].[K+].S(C1C=CC(C)=CC=1)(O[CH2:19][C@H:20]1[O:22][CH2:21]1)(=O)=O, predict the reaction product. The product is: [Br:1][C:2]1[C:7]([O:8][CH2:19][CH:20]2[CH2:21][O:22]2)=[CH:6][CH:5]=[CH:4][N:3]=1. (2) Given the reactants Cl.[C:2]1(=N)[C:14]2[C:6]([C:7]3[C:12]([CH:13]=2)=[CH:11][CH:10]=[CH:9][CH:8]=3)=[CH:5][CH:4]=[CH:3]1.[NH4+:16].[OH-], predict the reaction product. The product is: [CH:2]1[C:14]2[C:13](=[NH:16])[C:12]3[C:7](=[CH:8][CH:9]=[CH:10][CH:11]=3)[C:6]=2[CH:5]=[CH:4][CH:3]=1. (3) Given the reactants [BH4-].[Na+].[OH-].[Na+].O.[CH2:6]([CH:13]([C:19](=[O:21])[CH3:20])[C:14]([O:16][CH2:17][CH3:18])=[O:15])[C:7]1[CH:12]=[CH:11][CH:10]=[CH:9][CH:8]=1, predict the reaction product. The product is: [CH2:6]([CH:13]([CH:19]([OH:21])[CH3:20])[C:14]([O:16][CH2:17][CH3:18])=[O:15])[C:7]1[CH:12]=[CH:11][CH:10]=[CH:9][CH:8]=1. (4) Given the reactants [F:1][C:2]1[C:7]([F:8])=[CH:6][CH:5]=[CH:4][C:3]=1[OH:9].[CH2:10](Br)[C:11]#[CH:12].C(=O)([O-])[O-].[K+].[K+], predict the reaction product. The product is: [F:8][C:7]1[CH:6]=[CH:5][CH:4]=[C:3]([O:9][CH2:12][C:11]#[CH:10])[C:2]=1[F:1]. (5) Given the reactants [N:1]1[CH:6]=[CH:5][CH:4]=[CH:3][C:2]=1[CH2:7][N:8]([C:16]1[CH:21]=[C:20]([C:22]([F:25])([F:24])[F:23])[C:19]([Cl:26])=[C:18](Br)[N:17]=1)[CH2:9][C:10]1[CH:15]=[CH:14][CH:13]=[CH:12][N:11]=1.C[Si]([C:32]#[CH:33])(C)C, predict the reaction product. The product is: [N:1]1[CH:6]=[CH:5][CH:4]=[CH:3][C:2]=1[CH2:7][N:8]([C:16]1[CH:21]=[C:20]([C:22]([F:25])([F:24])[F:23])[C:19]([Cl:26])=[C:18]([C:32]#[CH:33])[N:17]=1)[CH2:9][C:10]1[CH:15]=[CH:14][CH:13]=[CH:12][N:11]=1. (6) Given the reactants Br[C:2]1[CH:9]=[CH:8][C:5]([NH:6][CH3:7])=[C:4]([CH2:10][CH3:11])[CH:3]=1.C([Sn](CCCC)(CCCC)[C:17]1[S:21][CH:20]=[N:19][CH:18]=1)CCC.[F-].[Cs+], predict the reaction product. The product is: [CH2:10]([C:4]1[CH:3]=[C:2]([C:17]2[S:21][CH:20]=[N:19][CH:18]=2)[CH:9]=[CH:8][C:5]=1[NH:6][CH3:7])[CH3:11].